This data is from NCI-60 drug combinations with 297,098 pairs across 59 cell lines. The task is: Regression. Given two drug SMILES strings and cell line genomic features, predict the synergy score measuring deviation from expected non-interaction effect. (1) Drug 2: C1=CC=C(C(=C1)C(C2=CC=C(C=C2)Cl)C(Cl)Cl)Cl. Cell line: COLO 205. Synergy scores: CSS=14.0, Synergy_ZIP=0.314, Synergy_Bliss=-1.21, Synergy_Loewe=-17.6, Synergy_HSA=-1.44. Drug 1: C1C(C(OC1N2C=C(C(=O)NC2=O)F)CO)O. (2) Drug 1: CC(C1=C(C=CC(=C1Cl)F)Cl)OC2=C(N=CC(=C2)C3=CN(N=C3)C4CCNCC4)N. Drug 2: C1CC(C1)(C(=O)O)C(=O)O.[NH2-].[NH2-].[Pt+2]. Cell line: SN12C. Synergy scores: CSS=23.8, Synergy_ZIP=-3.63, Synergy_Bliss=3.01, Synergy_Loewe=4.47, Synergy_HSA=4.91. (3) Drug 1: C1=C(C(=O)NC(=O)N1)F. Drug 2: C1CN(P(=O)(OC1)NCCCl)CCCl. Cell line: A498. Synergy scores: CSS=45.6, Synergy_ZIP=-3.51, Synergy_Bliss=-8.12, Synergy_Loewe=-18.0, Synergy_HSA=-8.65.